This data is from Full USPTO retrosynthesis dataset with 1.9M reactions from patents (1976-2016). The task is: Predict the reactants needed to synthesize the given product. (1) The reactants are: Cl[C:2]1[N:7]=[CH:6][C:5]([C:8]([O:10][CH2:11][CH3:12])=[O:9])=[CH:4][N:3]=1.[Cl:13][C:14]1[CH:20]=[CH:19][C:17]([NH2:18])=[CH:16][CH:15]=1. Given the product [Cl:13][C:14]1[CH:20]=[CH:19][C:17]([NH:18][C:2]2[N:7]=[CH:6][C:5]([C:8]([O:10][CH2:11][CH3:12])=[O:9])=[CH:4][N:3]=2)=[CH:16][CH:15]=1, predict the reactants needed to synthesize it. (2) Given the product [C:1]([C:5]1[S:9][C:8]([C:10]([NH:12][C@@H:13]([CH2:27][C:28]2[CH:33]=[CH:32][C:31]([C:34]3[N:35]=[CH:36][C:37]([C:40]4[CH:45]=[CH:44][C:43]([O:46][CH2:54][CH2:55][CH2:56][CH:57]([CH3:59])[CH3:58])=[CH:42][CH:41]=4)=[CH:38][N:39]=3)=[CH:30][CH:29]=2)[C:14]([N:16]2[CH2:19][CH:18]([C:20]([O:22][C:23]([CH3:26])([CH3:24])[CH3:25])=[O:21])[CH2:17]2)=[O:15])=[O:11])=[CH:7][CH:6]=1)([CH3:2])([CH3:3])[CH3:4], predict the reactants needed to synthesize it. The reactants are: [C:1]([C:5]1[S:9][C:8]([C:10]([NH:12][C@@H:13]([CH2:27][C:28]2[CH:33]=[CH:32][C:31]([C:34]3[N:39]=[CH:38][C:37]([C:40]4[CH:45]=[CH:44][C:43]([OH:46])=[CH:42][CH:41]=4)=[CH:36][N:35]=3)=[CH:30][CH:29]=2)[C:14]([N:16]2[CH2:19][CH:18]([C:20]([O:22][C:23]([CH3:26])([CH3:25])[CH3:24])=[O:21])[CH2:17]2)=[O:15])=[O:11])=[CH:7][CH:6]=1)([CH3:4])([CH3:3])[CH3:2].C([O-])([O-])=O.[Cs+].[Cs+].Br[CH2:54][CH2:55][CH2:56][CH:57]([CH3:59])[CH3:58]. (3) Given the product [CH:50]1([C:45]2[C:44]3[C:48](=[CH:49][C:41]([C:21]([NH:61][S:58](=[O:60])(=[O:59])[N:57]([CH3:62])[CH3:56])=[O:20])=[CH:42][CH:43]=3)[NH:47][CH:46]=2)[CH2:55][CH2:54][CH2:53][CH2:52][CH2:51]1, predict the reactants needed to synthesize it. The reactants are: C1C=CC(P(C2C([O:20][C:21]3C(P(C4C=CC=CC=4)C4C=CC=CC=4)=CC=CC=3)=CC=CC=2)C2C=CC=CC=2)=CC=1.Br[C:41]1[CH:49]=[C:48]2[C:44]([C:45]([CH:50]3[CH2:55][CH2:54][CH2:53][CH2:52][CH2:51]3)=[CH:46][NH:47]2)=[CH:43][CH:42]=1.[CH3:56][N:57]([CH3:62])[S:58]([NH2:61])(=[O:60])=[O:59].C([O-])([O-])=O.[K+].[K+]. (4) Given the product [CH3:21][C:20]([S@:18]([NH:17][C@:6]([C:9]1[CH:14]=[CH:13][CH:12]=[C:11]([CH3:15])[C:10]=1[F:16])([CH2:5][C:4](=[O:32])[C:24]([F:27])([F:26])[F:25])[CH2:7][F:8])=[O:19])([CH3:23])[CH3:22], predict the reactants needed to synthesize it. The reactants are: CN(C)/N=[C:4](\[C:24]([F:27])([F:26])[F:25])/[CH2:5][C:6]([NH:17][S@@:18]([C:20]([CH3:23])([CH3:22])[CH3:21])=[O:19])([C:9]1[CH:14]=[CH:13][CH:12]=[C:11]([CH3:15])[C:10]=1[F:16])[CH2:7][F:8].Cl.C([O:32]CC)C. (5) The reactants are: [Br:1][C:2]1[CH:11]=[CH:10][C:5](C(OC)=O)=[CH:4][CH:3]=1.[CH3:12][Mg]Br.[Cl-].[NH4+].C([O:20][CH2:21][CH3:22])(=O)C. Given the product [Br:1][C:2]1[CH:11]=[CH:10][C:5]([C:21]([OH:20])([CH3:22])[CH3:12])=[CH:4][CH:3]=1, predict the reactants needed to synthesize it. (6) Given the product [CH3:1][C:2]1[S:6][C:5]([NH:7][CH2:8][CH2:9][C:10]2[CH:11]=[CH:12][C:13]([CH3:16])=[CH:14][CH:15]=2)=[N:4][CH:3]=1, predict the reactants needed to synthesize it. The reactants are: [CH3:1][C:2]1[S:6][C:5]([NH:7][C:8](=O)[CH2:9][C:10]2[CH:15]=[CH:14][C:13]([CH3:16])=[CH:12][CH:11]=2)=[N:4][CH:3]=1.B.O1CCCC1.Cl.C([O-])([O-])=O.[Na+].[Na+]. (7) Given the product [Cl:40][C:24]1[CH:23]=[C:22]([NH:21][C:2]2[N:7]=[C:6]([O:8][C:9]3[CH:10]=[CH:11][CH:12]=[C:13]4[C:17]=3[C:16](=[O:18])[N:15]([CH3:19])[CH2:14]4)[C:5]([Cl:20])=[CH:4][N:3]=2)[C:37]([O:38][CH3:39])=[CH:36][C:25]=1[C:26]([O:28][CH2:29][C:30]1[CH:31]=[CH:32][CH:33]=[CH:34][CH:35]=1)=[O:27], predict the reactants needed to synthesize it. The reactants are: Cl[C:2]1[N:7]=[C:6]([O:8][C:9]2[CH:10]=[CH:11][CH:12]=[C:13]3[C:17]=2[C:16](=[O:18])[N:15]([CH3:19])[CH2:14]3)[C:5]([Cl:20])=[CH:4][N:3]=1.[NH2:21][C:22]1[C:37]([O:38][CH3:39])=[CH:36][C:25]([C:26]([O:28][CH2:29][C:30]2[CH:35]=[CH:34][CH:33]=[CH:32][CH:31]=2)=[O:27])=[C:24]([Cl:40])[CH:23]=1.CC(C1C=C(C(C)C)C(C2C=CC=CC=2P(C2CCCCC2)C2CCCCC2)=C(C(C)C)C=1)C.C([O-])([O-])=O.[Cs+].[Cs+]. (8) Given the product [NH2:11][C:7]1[CH:6]=[C:5]2[C:10](=[CH:9][CH:8]=1)[N:2]([CH3:1])[C:3]([C:14]([O:16][CH2:17][CH3:18])=[O:15])=[CH:4]2, predict the reactants needed to synthesize it. The reactants are: [CH3:1][N:2]1[C:10]2[C:5](=[CH:6][C:7]([N+:11]([O-])=O)=[CH:8][CH:9]=2)[CH:4]=[C:3]1[C:14]([O:16][CH2:17][CH3:18])=[O:15].C([O-])=O.[NH4+].